The task is: Predict the reactants needed to synthesize the given product.. This data is from Full USPTO retrosynthesis dataset with 1.9M reactions from patents (1976-2016). (1) Given the product [C:28]([CH:18]([N:15]1[CH:14]=[N:13][C:12]2[C:11](=[O:31])[NH:10][C:9]([CH2:8][C:7]3[CH:32]=[CH:33][C:4]([O:3][CH:2]([F:36])[F:1])=[C:5]([O:34][CH3:35])[CH:6]=3)=[N:17][C:16]1=2)[CH2:19][CH2:20][CH2:21][C:22]1[CH:27]=[CH:26][CH:25]=[CH:24][CH:23]=1)(=[O:30])[CH3:29], predict the reactants needed to synthesize it. The reactants are: [F:1][CH:2]([F:36])[O:3][C:4]1[CH:33]=[CH:32][C:7]([CH2:8][C:9]2[NH:10][C:11](=[O:31])[C:12]3[N:13]=[CH:14][N:15]([CH:18]([CH:28]([OH:30])[CH3:29])[CH2:19][CH2:20][CH2:21][C:22]4[CH:27]=[CH:26][CH:25]=[CH:24][CH:23]=4)[C:16]=3[N:17]=2)=[CH:6][C:5]=1[O:34][CH3:35].C(N(CC)CC)C.[OH-].[Na+]. (2) Given the product [C:1]([C:3]1[CH:4]=[C:5]([N:10]([CH2:23][C:22]2[CH:25]=[CH:26][C:19]([O:18][CH3:17])=[CH:20][CH:21]=2)[C:11](=[O:16])[CH2:12][CH2:13][CH2:14][CH3:15])[CH:6]=[C:7]([F:9])[CH:8]=1)#[N:2], predict the reactants needed to synthesize it. The reactants are: [C:1]([C:3]1[CH:4]=[C:5]([NH:10][C:11](=[O:16])[CH2:12][CH2:13][CH2:14][CH3:15])[CH:6]=[C:7]([F:9])[CH:8]=1)#[N:2].[CH3:17][O:18][C:19]1[CH:26]=[CH:25][C:22]([CH2:23]Br)=[CH:21][CH:20]=1. (3) Given the product [Br:14][CH2:15][CH2:16][CH2:17][CH2:18][CH2:19][C:20]([C:9]1[CH:8]=[C:7]2[C:12]3=[C:11]([CH2:1][CH2:2][N:3]3[C:4](=[O:13])[CH2:5][CH2:6]2)[CH:10]=1)=[O:21], predict the reactants needed to synthesize it. The reactants are: [CH2:1]1[C:11]2=[C:12]3[C:7](=[CH:8][CH:9]=[CH:10]2)[CH2:6][CH2:5][C:4](=[O:13])[N:3]3[CH2:2]1.[Br:14][CH2:15][CH2:16][CH2:17][CH2:18][CH2:19][C:20](Cl)=[O:21].